Dataset: NCI-60 drug combinations with 297,098 pairs across 59 cell lines. Task: Regression. Given two drug SMILES strings and cell line genomic features, predict the synergy score measuring deviation from expected non-interaction effect. (1) Drug 1: CS(=O)(=O)OCCCCOS(=O)(=O)C. Drug 2: C1CN(P(=O)(OC1)NCCCl)CCCl. Cell line: MDA-MB-231. Synergy scores: CSS=8.81, Synergy_ZIP=-4.33, Synergy_Bliss=-0.372, Synergy_Loewe=1.46, Synergy_HSA=1.51. (2) Drug 1: CC1CCC2CC(C(=CC=CC=CC(CC(C(=O)C(C(C(=CC(C(=O)CC(OC(=O)C3CCCCN3C(=O)C(=O)C1(O2)O)C(C)CC4CCC(C(C4)OC)O)C)C)O)OC)C)C)C)OC. Drug 2: C1=NC(=NC(=O)N1C2C(C(C(O2)CO)O)O)N. Cell line: NCI-H522. Synergy scores: CSS=31.8, Synergy_ZIP=-7.05, Synergy_Bliss=3.08, Synergy_Loewe=2.21, Synergy_HSA=2.49. (3) Drug 1: C1CCC(CC1)NC(=O)N(CCCl)N=O. Drug 2: CN1C2=C(C=C(C=C2)N(CCCl)CCCl)N=C1CCCC(=O)O.Cl. Cell line: HOP-62. Synergy scores: CSS=17.7, Synergy_ZIP=0.261, Synergy_Bliss=7.86, Synergy_Loewe=3.29, Synergy_HSA=3.90. (4) Drug 1: CC1=C(C(CCC1)(C)C)C=CC(=CC=CC(=CC(=O)O)C)C. Drug 2: C1=CN(C=N1)CC(O)(P(=O)(O)O)P(=O)(O)O. Cell line: OVCAR-8. Synergy scores: CSS=2.52, Synergy_ZIP=-1.17, Synergy_Bliss=-1.71, Synergy_Loewe=0.215, Synergy_HSA=-1.25. (5) Drug 1: CC1C(C(=O)NC(C(=O)N2CCCC2C(=O)N(CC(=O)N(C(C(=O)O1)C(C)C)C)C)C(C)C)NC(=O)C3=C4C(=C(C=C3)C)OC5=C(C(=O)C(=C(C5=N4)C(=O)NC6C(OC(=O)C(N(C(=O)CN(C(=O)C7CCCN7C(=O)C(NC6=O)C(C)C)C)C)C(C)C)C)N)C. Drug 2: CC1CCCC2(C(O2)CC(NC(=O)CC(C(C(=O)C(C1O)C)(C)C)O)C(=CC3=CSC(=N3)C)C)C. Cell line: T-47D. Synergy scores: CSS=39.5, Synergy_ZIP=-2.24, Synergy_Bliss=-1.76, Synergy_Loewe=-5.27, Synergy_HSA=0.534. (6) Drug 1: CCCS(=O)(=O)NC1=C(C(=C(C=C1)F)C(=O)C2=CNC3=C2C=C(C=N3)C4=CC=C(C=C4)Cl)F. Drug 2: C1=CC=C(C(=C1)C(C2=CC=C(C=C2)Cl)C(Cl)Cl)Cl. Cell line: KM12. Synergy scores: CSS=10.3, Synergy_ZIP=5.60, Synergy_Bliss=11.0, Synergy_Loewe=7.62, Synergy_HSA=7.76. (7) Drug 1: C1C(C(OC1N2C=NC(=NC2=O)N)CO)O. Drug 2: CC12CCC3C(C1CCC2OP(=O)(O)O)CCC4=C3C=CC(=C4)OC(=O)N(CCCl)CCCl.[Na+]. Cell line: PC-3. Synergy scores: CSS=7.03, Synergy_ZIP=-0.796, Synergy_Bliss=4.33, Synergy_Loewe=-0.506, Synergy_HSA=0.841. (8) Drug 1: CCC1(CC2CC(C3=C(CCN(C2)C1)C4=CC=CC=C4N3)(C5=C(C=C6C(=C5)C78CCN9C7C(C=CC9)(C(C(C8N6C)(C(=O)OC)O)OC(=O)C)CC)OC)C(=O)OC)O.OS(=O)(=O)O. Drug 2: C1=CN(C=N1)CC(O)(P(=O)(O)O)P(=O)(O)O. Cell line: HOP-62. Synergy scores: CSS=-3.15, Synergy_ZIP=1.91, Synergy_Bliss=-1.74, Synergy_Loewe=-0.446, Synergy_HSA=-6.43. (9) Drug 1: CN1C2=C(C=C(C=C2)N(CCCl)CCCl)N=C1CCCC(=O)O.Cl. Drug 2: C(CN)CNCCSP(=O)(O)O. Cell line: MDA-MB-231. Synergy scores: CSS=3.97, Synergy_ZIP=-1.17, Synergy_Bliss=-0.767, Synergy_Loewe=-2.71, Synergy_HSA=-0.201. (10) Drug 1: C1=C(C(=O)NC(=O)N1)F. Drug 2: C1=CN(C(=O)N=C1N)C2C(C(C(O2)CO)O)O.Cl. Cell line: UO-31. Synergy scores: CSS=34.0, Synergy_ZIP=-6.56, Synergy_Bliss=-6.82, Synergy_Loewe=-0.347, Synergy_HSA=0.807.